From a dataset of Full USPTO retrosynthesis dataset with 1.9M reactions from patents (1976-2016). Predict the reactants needed to synthesize the given product. (1) Given the product [N:27]1([C:23]2[CH:22]=[N:21][C:20]3[C:25]([N:24]=2)=[CH:26][C:17]([C:13]2[CH:12]=[C:11]([NH:10][S:7]([C:1]4[CH:6]=[CH:5][CH:4]=[CH:3][CH:2]=4)(=[O:9])=[O:8])[CH:16]=[N:15][CH:14]=2)=[CH:18][CH:19]=3)[CH2:32][CH2:31][NH:30][CH2:29][CH2:28]1, predict the reactants needed to synthesize it. The reactants are: [C:1]1([S:7]([NH:10][C:11]2[CH:12]=[C:13]([C:17]3[CH:26]=[C:25]4[C:20]([N:21]=[CH:22][C:23]([N:27]5[CH2:32][CH2:31][N:30](C(OC(C)(C)C)=O)[CH2:29][CH2:28]5)=[N:24]4)=[CH:19][CH:18]=3)[CH:14]=[N:15][CH:16]=2)(=[O:9])=[O:8])[CH:6]=[CH:5][CH:4]=[CH:3][CH:2]=1.FC(F)(F)C(O)=O. (2) Given the product [I-:11].[Br:10][C:6]1[N:5]=[C:4]([C:1](=[O:3])[CH2:2][N+:13]2[CH:18]=[CH:17][CH:16]=[CH:15][CH:14]=2)[CH:9]=[CH:8][CH:7]=1, predict the reactants needed to synthesize it. The reactants are: [C:1]([C:4]1[CH:9]=[CH:8][CH:7]=[C:6]([Br:10])[N:5]=1)(=[O:3])[CH3:2].[I:11]I.[N:13]1[CH:18]=[CH:17][CH:16]=[CH:15][CH:14]=1. (3) Given the product [CH2:16]([NH:23][S:24]([C:27]1[CH:28]=[C:29]([C:4]2[C:13]3[C:8](=[CH:9][CH:10]=[CH:11][CH:12]=3)[C:7](=[O:14])[N:6]([CH3:15])[CH:5]=2)[CH:30]=[CH:31][C:32]=1[O:33][CH3:34])(=[O:26])=[O:25])[C:17]1[CH:22]=[CH:21][CH:20]=[CH:19][CH:18]=1, predict the reactants needed to synthesize it. The reactants are: N#N.Br[C:4]1[C:13]2[C:8](=[CH:9][CH:10]=[CH:11][CH:12]=2)[C:7](=[O:14])[N:6]([CH3:15])[CH:5]=1.[CH2:16]([NH:23][S:24]([C:27]1[CH:28]=[C:29](B(O)O)[CH:30]=[CH:31][C:32]=1[O:33][CH3:34])(=[O:26])=[O:25])[C:17]1[CH:22]=[CH:21][CH:20]=[CH:19][CH:18]=1.C([O-])([O-])=O.[Na+].[Na+]. (4) The reactants are: F[C:2]1[N:7]=[CH:6][C:5]([C:8]2([OH:35])[CH2:13][CH2:12][CH:11]([N:14]3[CH2:17][CH:16]([NH:18][C:19]([CH2:21][NH:22][C:23](=[O:34])[C:24]4[CH:29]=[CH:28][CH:27]=[C:26]([C:30]([F:33])([F:32])[F:31])[CH:25]=4)=[O:20])[CH2:15]3)[CH2:10][CH2:9]2)=[CH:4][CH:3]=1.[C:36]([CH2:40][OH:41])([F:39])([F:38])[F:37]. Given the product [OH:35][C:8]1([C:5]2[CH:6]=[N:7][C:2]([O:41][CH2:40][C:36]([F:39])([F:38])[F:37])=[CH:3][CH:4]=2)[CH2:13][CH2:12][CH:11]([N:14]2[CH2:15][CH:16]([NH:18][C:19]([CH2:21][NH:22][C:23](=[O:34])[C:24]3[CH:29]=[CH:28][CH:27]=[C:26]([C:30]([F:32])([F:31])[F:33])[CH:25]=3)=[O:20])[CH2:17]2)[CH2:10][CH2:9]1, predict the reactants needed to synthesize it. (5) Given the product [Cl:1][C:2]1[C:3]2[CH:29]=[CH:28][CH:27]=[CH:26][C:4]=2[S:5][C:6]=1[C:7]([NH:9][C:10]1[CH:15]=[CH:14][C:13]([C:16](=[O:25])[C:17]2[CH:22]=[CH:21][C:20]([OH:23])=[CH:19][CH:18]=2)=[CH:12][CH:11]=1)=[O:8], predict the reactants needed to synthesize it. The reactants are: [Cl:1][C:2]1[C:3]2[CH:29]=[CH:28][CH:27]=[CH:26][C:4]=2[S:5][C:6]=1[C:7]([NH:9][C:10]1[CH:15]=[CH:14][C:13]([C:16](=[O:25])[C:17]2[CH:22]=[CH:21][C:20]([O:23]C)=[CH:19][CH:18]=2)=[CH:12][CH:11]=1)=[O:8].B(Br)(Br)Br.